From a dataset of Forward reaction prediction with 1.9M reactions from USPTO patents (1976-2016). Predict the product of the given reaction. (1) Given the reactants [N:1]1([CH2:8][CH2:9][O:10][C:11]2[CH:16]=[CH:15][C:14]([C:17]([C:19]3[C:28]4[C:23](=[CH:24][C:25]([OH:29])=[CH:26][CH:27]=4)[CH:22]=[CH:21][C:20]=3[C:30]3[C:35]([F:36])=[CH:34][CH:33]=[CH:32][C:31]=3F)=[O:18])=[CH:13][CH:12]=2)[CH2:7][CH2:6][CH2:5][CH2:4][CH2:3][CH2:2]1.C([BH-](CC)CC)C.[Li+].C(=O)(O)[O-].[Na+].C(Cl)(Cl)Cl.C(O)(C)C, predict the reaction product. The product is: [N:1]1([CH2:8][CH2:9][O:10][C:11]2[CH:12]=[CH:13][C:14]([CH:17]3[O:18][C:31]4[C:30](=[C:35]([F:36])[CH:34]=[CH:33][CH:32]=4)[C:20]4[C:19]3=[C:28]3[C:23](=[CH:22][CH:21]=4)[CH:24]=[C:25]([OH:29])[CH:26]=[CH:27]3)=[CH:15][CH:16]=2)[CH2:7][CH2:6][CH2:5][CH2:4][CH2:3][CH2:2]1. (2) Given the reactants [CH3:1][N:2]([C:6]1[N:11]=[C:10]([C:12]2[N:20]([CH3:21])[C:19]3[CH2:18][CH2:17][NH:16][C:15](=[O:22])[C:14]=3[CH:13]=2)[CH:9]=[CH:8][N:7]=1)C(=O)C.C([O-])([O-])=O.[K+].[K+], predict the reaction product. The product is: [CH3:21][N:20]1[C:19]2[CH2:18][CH2:17][NH:16][C:15](=[O:22])[C:14]=2[CH:13]=[C:12]1[C:10]1[CH:9]=[CH:8][N:7]=[C:6]([NH:2][CH3:1])[N:11]=1. (3) Given the reactants C(=O)([O-])[O-].[Na+].[Na+].CC1(C)C(C)(C)OB([C:15]2[C:24]3[C:19](=[CH:20][CH:21]=[CH:22][CH:23]=3)[CH:18]=[N:17][CH:16]=2)O1.Br[C:27]1[CH:39]=[CH:38][C:30]([C:31]([O:33][C:34]([CH3:37])([CH3:36])[CH3:35])=[O:32])=[C:29]([N+:40]([O-:42])=[O:41])[CH:28]=1, predict the reaction product. The product is: [CH:18]1[C:19]2[C:24](=[CH:23][CH:22]=[CH:21][CH:20]=2)[C:15]([C:27]2[CH:39]=[CH:38][C:30]([C:31]([O:33][C:34]([CH3:36])([CH3:37])[CH3:35])=[O:32])=[C:29]([N+:40]([O-:42])=[O:41])[CH:28]=2)=[CH:16][N:17]=1. (4) Given the reactants Cl[C:2]1[C:7]([C:8]([N:10]2[C:19]3[C:14](=[CH:15][CH:16]=[CH:17][CH:18]=3)[CH2:13][CH2:12][CH2:11]2)=[O:9])=[CH:6][C:5]([Cl:20])=[CH:4][N:3]=1.ClC1C=C(O)C=CC=1.[Cl:29][C:30]1[CH:35]=[CH:34][C:33]([Cl:36])=[CH:32][C:31]=1[OH:37], predict the reaction product. The product is: [Cl:20][C:5]1[CH:6]=[C:7]([C:8]([N:10]2[C:19]3[C:14](=[CH:15][CH:16]=[CH:17][CH:18]=3)[CH2:13][CH2:12][CH2:11]2)=[O:9])[C:2]([O:37][C:31]2[CH:32]=[C:33]([Cl:36])[CH:34]=[CH:35][C:30]=2[Cl:29])=[N:3][CH:4]=1. (5) Given the reactants [Si:1]([O:8][CH2:9][CH:10]([CH2:13][O:14][C:15]1[CH:20]=[CH:19][C:18]([I:21])=[CH:17][CH:16]=1)[CH2:11]O)([C:4]([CH3:7])([CH3:6])[CH3:5])([CH3:3])[CH3:2].[I:22]I.C1C=CC(P(C2C=CC=CC=2)C2C=CC=CC=2)=CC=1.N1C=CN=C1, predict the reaction product. The product is: [C:4]([Si:1]([O:8][CH2:9][CH:10]([CH2:13][O:14][C:15]1[CH:20]=[CH:19][C:18]([I:21])=[CH:17][CH:16]=1)[CH2:11][I:22])([CH3:3])[CH3:2])([CH3:7])([CH3:6])[CH3:5].